Predict the product of the given reaction. From a dataset of Forward reaction prediction with 1.9M reactions from USPTO patents (1976-2016). (1) Given the reactants Br.[OH:2][C:3]1[CH:8]=[CH:7][C:6]([C:9]2[N:10]=[CH:11][N:12]([C:14]([N:16]([CH3:23])[CH:17]3[CH2:22][CH2:21][NH:20][CH2:19][CH2:18]3)=[O:15])[CH:13]=2)=[CH:5][CH:4]=1.C(N(CC)C(C)C)(C)C.[CH3:33][O:34][C:35]1[CH:36]=[C:37]([CH:40]=[C:41]([O:43][CH3:44])[CH:42]=1)[CH:38]=O.[Na].C(O)(=O)C, predict the reaction product. The product is: [CH3:44][O:43][C:41]1[CH:40]=[C:37]([CH:36]=[C:35]([O:34][CH3:33])[CH:42]=1)[CH2:38][N:20]1[CH2:21][CH2:22][CH:17]([N:16]([CH3:23])[C:14]([N:12]2[CH:13]=[C:9]([C:6]3[CH:7]=[CH:8][C:3]([OH:2])=[CH:4][CH:5]=3)[N:10]=[CH:11]2)=[O:15])[CH2:18][CH2:19]1. (2) Given the reactants [H-].[Na+].[CH2:3]([OH:10])[C:4]1[CH:9]=[CH:8][CH:7]=[CH:6][CH:5]=1.[Br:11][C:12]1[CH:17]=[C:16](F)[CH:15]=[C:14]([Br:19])[CH:13]=1, predict the reaction product. The product is: [Br:11][C:12]1[CH:17]=[C:16]([O:10][CH2:3][C:4]2[CH:9]=[CH:8][CH:7]=[CH:6][CH:5]=2)[CH:15]=[C:14]([Br:19])[CH:13]=1. (3) Given the reactants [OH:1][C:2]1[CH:3]=[N:4][CH:5]=[C:6]([CH:10]=1)[C:7](Cl)=[O:8].Cl.O[C:13]1[CH:14]=[N:15][CH:16]=[C:17]([CH:21]=1)C(O)=O.COC(=O)C1C=C(O)[CH:28]=[N:27]C=1.C([N:35](CC)CC)C, predict the reaction product. The product is: [N:15]1[CH:14]=[CH:13][CH:21]=[CH:17][C:16]=1[C:28]1[N:27]=[C:7]([C:6]2[CH:5]=[N:4][CH:3]=[C:2]([OH:1])[CH:10]=2)[O:8][N:35]=1. (4) Given the reactants [CH2:1]([O:3][C:4](=[O:39])[C:5]1[CH:10]=[CH:9][C:8]([NH:11][C:12](=[O:38])[CH:13]([N:20]2[C:24]3[CH:25]=[C:26]([F:30])[C:27]([F:29])=[CH:28][C:23]=3[N:22]=[C:21]2[C:31]2[CH:36]=[CH:35][C:34]([Cl:37])=[CH:33][CH:32]=2)[CH:14]2[CH2:19][CH2:18][CH2:17][CH2:16][CH2:15]2)=[CH:7][CH:6]=1)C.ClC1C=CC([C:47]2N(C(C3CCCCC3)C(O)=O)C3C=C(F)C(F)=CC=3[N:48]=2)=CC=1.COC(=O)C1C=CC(N)=C(C#N)C=1.C(N(CC)C(C)C)(C)C, predict the reaction product. The product is: [CH3:1][O:3][C:4](=[O:39])[C:5]1[CH:10]=[CH:9][C:8]([NH:11][C:12](=[O:38])[CH:13]([N:20]2[C:24]3[CH:25]=[C:26]([F:30])[C:27]([F:29])=[CH:28][C:23]=3[N:22]=[C:21]2[C:31]2[CH:32]=[CH:33][C:34]([Cl:37])=[CH:35][CH:36]=2)[CH:14]2[CH2:19][CH2:18][CH2:17][CH2:16][CH2:15]2)=[C:7]([C:47]#[N:48])[CH:6]=1.